This data is from Reaction yield outcomes from USPTO patents with 853,638 reactions. The task is: Predict the reaction yield, written as a fraction of the theoretical maximum amount of product (1.0 means a 100% yield; for example, 0.34 means a 34% yield). (1) The reactants are [CH3:1][O:2][CH2:3][C@H:4]([CH3:33])[O:5][C:6]1[CH:7]=[C:8]([CH:20]=[C:21]([C:23]2[NH:24][C:25]([C:28]3[S:29][CH:30]=[CH:31][N:32]=3)=[CH:26][CH:27]=2)[CH:22]=1)[O:9][C:10]1[CH:18]=[CH:17][C:13]([C:14]([OH:16])=O)=[CH:12][C:11]=1[CH3:19].Cl.[NH:35]1[CH2:38][CH2:37][CH2:36]1.CN(C(ON1N=NC2C=CC=NC1=2)=[N+](C)C)C.F[P-](F)(F)(F)(F)F.C(N(CC)C(C)C)(C)C. The catalyst is ClCCl. The product is [N:35]1([C:14]([C:13]2[CH:17]=[CH:18][C:10]([O:9][C:8]3[CH:20]=[C:21]([C:23]4[NH:24][C:25]([C:28]5[S:29][CH:30]=[CH:31][N:32]=5)=[CH:26][CH:27]=4)[CH:22]=[C:6]([O:5][C@@H:4]([CH3:33])[CH2:3][O:2][CH3:1])[CH:7]=3)=[C:11]([CH3:19])[CH:12]=2)=[O:16])[CH2:38][CH2:37][CH2:36]1. The yield is 0.920. (2) The reactants are [CH2:1]([O:8][N:9]1[C:12]2([CH:17]=[CH:16][C:15](=[O:18])[CH:14]([O:19][Si:20]([C:23]([CH3:26])([CH3:25])[CH3:24])([CH3:22])[CH3:21])[CH:13]2[OH:27])[CH2:11][C:10]1=[O:28])[C:2]1[CH:7]=[CH:6][CH:5]=[CH:4][CH:3]=1.C[Si:30]([C:33]#N)([CH3:32])[CH3:31].C1N2C[CH2:42][N:37](CC2)C1. The catalyst is O. The product is [CH2:1]([O:8][N:9]1[C:12]2([CH:17]=[CH:16][C:15]([C:42]#[N:37])([O:18][Si:20]([CH3:23])([CH3:22])[CH3:21])[CH:14]([O:19][Si:20]([C:23]([CH3:24])([CH3:25])[CH3:26])([CH3:21])[CH3:22])[CH:13]2[O:27][Si:30]([CH3:31])([CH3:32])[CH3:33])[CH2:11][C:10]1=[O:28])[C:2]1[CH:7]=[CH:6][CH:5]=[CH:4][CH:3]=1. The yield is 0.890.